Dataset: Full USPTO retrosynthesis dataset with 1.9M reactions from patents (1976-2016). Task: Predict the reactants needed to synthesize the given product. The reactants are: [N+:1]([C:4]1[CH:9]=[CH:8][CH:7]=[CH:6][C:5]=1[C@@H:10]1[O:14][C:13]([CH3:16])([CH3:15])[O:12][C@H:11]1[CH2:17][OH:18])([O-])=O.[N+](C1C=CC=CC=1[C@H]1OC(C)(C)O[C@@H]1CO)([O-])=O. Given the product [NH2:1][C:4]1[CH:9]=[CH:8][CH:7]=[CH:6][C:5]=1[C@@H:10]1[O:14][C:13]([CH3:15])([CH3:16])[O:12][C@H:11]1[CH2:17][OH:18], predict the reactants needed to synthesize it.